Dataset: Peptide-MHC class II binding affinity with 134,281 pairs from IEDB. Task: Regression. Given a peptide amino acid sequence and an MHC pseudo amino acid sequence, predict their binding affinity value. This is MHC class II binding data. (1) The peptide sequence is SGQVVTYALNTITNLKK. The MHC is HLA-DQA10501-DQB10303 with pseudo-sequence HLA-DQA10501-DQB10303. The binding affinity (normalized) is 0.255. (2) The peptide sequence is WGAIWRIDTPDKLTGPFTVR. The MHC is HLA-DQA10102-DQB10602 with pseudo-sequence HLA-DQA10102-DQB10602. The binding affinity (normalized) is 0.374. (3) The peptide sequence is VDAAFKVAATAANAAPANDK. The MHC is DRB1_0401 with pseudo-sequence DRB1_0401. The binding affinity (normalized) is 0.995. (4) The MHC is HLA-DQA10501-DQB10402 with pseudo-sequence HLA-DQA10501-DQB10402. The binding affinity (normalized) is 0. The peptide sequence is RADEINAIFEENEVD. (5) The peptide sequence is YWTIVKPGDILLINS. The MHC is DRB1_0701 with pseudo-sequence DRB1_0701. The binding affinity (normalized) is 0.757. (6) The peptide sequence is VDILGPLSAQTGIAV. The MHC is DRB1_0101 with pseudo-sequence DRB1_0101. The binding affinity (normalized) is 0.830. (7) The peptide sequence is AAHSAAFEDLRVSSY. The MHC is H-2-IAb with pseudo-sequence H-2-IAb. The binding affinity (normalized) is 0.143. (8) The peptide sequence is YDKFFANVSTVLTGK. The MHC is DRB3_0202 with pseudo-sequence DRB3_0202. The binding affinity (normalized) is 0.974. (9) The peptide sequence is TGILDSLGRFFSG. The MHC is H-2-IAu with pseudo-sequence XXYFLRSGGQTGHVLVFPYTYYDYRTETVYETPT. The binding affinity (normalized) is 0.